From a dataset of Reaction yield outcomes from USPTO patents with 853,638 reactions. Predict the reaction yield, written as a fraction of the theoretical maximum amount of product (1.0 means a 100% yield; for example, 0.34 means a 34% yield). (1) The reactants are [NH2:1][C:2]1[S:3][C:4]([CH:14]([CH3:16])[CH3:15])=[CH:5][C:6]=1[C:7]([O:9][C:10]([CH3:13])([CH3:12])[CH3:11])=[O:8].[Cl:17][C:18]1[CH:23]=[CH:22][CH:21]=[C:20]([Cl:24])[C:19]=1[N:25]=[C:26]=[O:27].C(N(CC)CC)C. The catalyst is CN(C=O)C. The product is [Cl:17][C:18]1[CH:23]=[CH:22][CH:21]=[C:20]([Cl:24])[C:19]=1[NH:25][C:26]([NH:1][C:2]1[S:3][C:4]([CH:14]([CH3:16])[CH3:15])=[CH:5][C:6]=1[C:7]([O:9][C:10]([CH3:11])([CH3:13])[CH3:12])=[O:8])=[O:27]. The yield is 0.430. (2) The reactants are CS(C)=O.C(Cl)(=O)C(Cl)=O.[CH3:11][O:12][C:13]1[N:18]=[CH:17][C:16]([CH2:19][OH:20])=[C:15]([C:21]([F:24])([F:23])[F:22])[CH:14]=1.C(N(CC)CC)C. The catalyst is ClCCl. The product is [CH3:11][O:12][C:13]1[N:18]=[CH:17][C:16]([CH:19]=[O:20])=[C:15]([C:21]([F:24])([F:22])[F:23])[CH:14]=1. The yield is 0.744. (3) The reactants are Cl[CH2:2][CH2:3][CH2:4][S:5]([N:8]1[CH2:13][CH2:12][CH:11]([C:14]2[C:22]3[C:17](=[C:18]([C:30]([NH2:32])=[O:31])[CH:19]=[C:20]([C:23]4[CH:28]=[CH:27][CH:26]=[C:25]([F:29])[CH:24]=4)[CH:21]=3)[NH:16][N:15]=2)[CH2:10][CH2:9]1)(=[O:7])=[O:6].C([O-])([O-])=O.[K+].[K+].[CH2:39]([NH:41][CH2:42][CH3:43])[CH3:40]. The catalyst is CN(C=O)C. The product is [CH2:39]([N:41]([CH2:42][CH3:43])[CH2:2][CH2:3][CH2:4][S:5]([N:8]1[CH2:13][CH2:12][CH:11]([C:14]2[C:22]3[C:17](=[C:18]([C:30]([NH2:32])=[O:31])[CH:19]=[C:20]([C:23]4[CH:28]=[CH:27][CH:26]=[C:25]([F:29])[CH:24]=4)[CH:21]=3)[NH:16][N:15]=2)[CH2:10][CH2:9]1)(=[O:7])=[O:6])[CH3:40]. The yield is 0.220. (4) The reactants are [Cl-].O[NH3+:3].[C:4](=[O:7])([O-])[OH:5].[Na+].CS(C)=O.[CH2:13]([O:15][C:16]1[N:21]=[CH:20][C:19]([C:22]2[C:27](=[O:28])[N:26]([CH2:29][C:30]3[CH:35]=[CH:34][C:33]([C:36]4[C:37]([C:42]#[N:43])=[CH:38][CH:39]=[CH:40][CH:41]=4)=[CH:32][CH:31]=3)[C:25]([CH2:44][CH2:45][CH3:46])=[N:24][C:23]=2[CH2:47][CH3:48])=[CH:18][CH:17]=1)[CH3:14]. The catalyst is C(OCC)(=O)C. The product is [CH2:13]([O:15][C:16]1[N:21]=[CH:20][C:19]([C:22]2[C:27](=[O:28])[N:26]([CH2:29][C:30]3[CH:35]=[CH:34][C:33]([C:36]4[CH:41]=[CH:40][CH:39]=[CH:38][C:37]=4[C:42]4[NH:3][C:4](=[O:7])[O:5][N:43]=4)=[CH:32][CH:31]=3)[C:25]([CH2:44][CH2:45][CH3:46])=[N:24][C:23]=2[CH2:47][CH3:48])=[CH:18][CH:17]=1)[CH3:14]. The yield is 0.600. (5) The product is [OH:8][C:9]1[CH:10]=[C:11]([C:17]2([C:20]([NH:22][C:23]3[CH:28]=[CH:27][CH:26]=[C:25]([C:29]4[CH:34]=[CH:33][C:32]([S:35]([N:38]5[CH2:42][CH2:41][CH2:40][C@@H:39]5[CH2:43][OH:44])(=[O:37])=[O:36])=[CH:31][CH:30]=4)[N:24]=3)=[O:21])[CH2:18][CH2:19]2)[CH:12]=[CH:13][C:14]=1[O:15][CH3:16]. The catalyst is C(O)C.[Pd]. The yield is 0.340. The reactants are C([O:8][C:9]1[CH:10]=[C:11]([C:17]2([C:20]([NH:22][C:23]3[CH:28]=[CH:27][CH:26]=[C:25]([C:29]4[CH:34]=[CH:33][C:32]([S:35]([N:38]5[CH2:42][CH2:41][CH2:40][C@@H:39]5[CH2:43][OH:44])(=[O:37])=[O:36])=[CH:31][CH:30]=4)[N:24]=3)=[O:21])[CH2:19][CH2:18]2)[CH:12]=[CH:13][C:14]=1[O:15][CH3:16])C1C=CC=CC=1.[H][H]. (6) The product is [OH:36][CH2:6][C:7]1[CH:8]=[CH:9][C:10]([C:13]2[N:17]([C:18]3[CH:19]=[N:20][C:21]([O:24][CH3:25])=[CH:22][CH:23]=3)[N:16]=[C:15]([C:26]([N:28]3[CH2:29][CH2:30][C:31]([F:35])([F:34])[CH2:32][CH2:33]3)=[O:27])[N:14]=2)=[N:11][CH:12]=1. The reactants are N([O-])=O.[Na+].N[CH2:6][C:7]1[CH:8]=[CH:9][C:10]([C:13]2[N:17]([C:18]3[CH:19]=[N:20][C:21]([O:24][CH3:25])=[CH:22][CH:23]=3)[N:16]=[C:15]([C:26]([N:28]3[CH2:33][CH2:32][C:31]([F:35])([F:34])[CH2:30][CH2:29]3)=[O:27])[N:14]=2)=[N:11][CH:12]=1.[OH-:36].[Na+]. The catalyst is O.C(O)(=O)C.C(Cl)(Cl)Cl. The yield is 0.460. (7) The yield is 0.873. The reactants are [CH:1]1([CH2:4][N:5]([C:13]2[C:14]([CH2:22][CH3:23])=[N:15][N:16]3[CH:21]=[CH:20][CH:19]=[CH:18][C:17]=23)[CH2:6][CH:7]2[CH2:12][CH2:11][O:10][CH2:9][CH2:8]2)[CH2:3][CH2:2]1.FC1C([I:31])=C(F)C(F)=C(F)C=1F.O.C1COCC1. The catalyst is O1CCCC1. The product is [CH:1]1([CH2:4][N:5]([C:13]2[C:14]([CH2:22][CH3:23])=[N:15][N:16]3[C:21]([I:31])=[CH:20][CH:19]=[CH:18][C:17]=23)[CH2:6][CH:7]2[CH2:12][CH2:11][O:10][CH2:9][CH2:8]2)[CH2:3][CH2:2]1.